Dataset: Experimentally validated miRNA-target interactions with 360,000+ pairs, plus equal number of negative samples. Task: Binary Classification. Given a miRNA mature sequence and a target amino acid sequence, predict their likelihood of interaction. (1) The miRNA is hsa-miR-6508-5p with sequence UCUAGAAAUGCAUGACCCACC. The protein sequence of the target gene is MGQALSIKSCDFHAAENNEEHYTKAISSQHLTLRRGQSFTITLNFRAPTHTFLSALKKVALIAQTGEQPSKINKTQAIFPISSLGDQKGWSAAVEERDAQHWTVSVTTPVDAVIGHYSLLLQVSGKKQYPLGQFTLLFNPWNRDDAVFLQNEAERTEYVLNQNGFIYLGTADCIQEEPWDFGQFEKDVMDLSLKLLSMDKQVKDWNQPAHVARVVGALLHALKKKSVLPISQTQAAQEGALLYKRRGSVPILRQWLTGQGRAVYETQAWVSAAVACTVLRCLGIPARVVTTFDSAQGTVG.... Result: 0 (no interaction). (2) The miRNA is cel-miR-59-3p with sequence UCGAAUCGUUUAUCAGGAUGAUG. The protein sequence of the target gene is MNPPAAFLAGRQNIGSEVEISTIEKQRKELQLLIGELKDRDKELNDMVAVHQQQLLSWEEDRQKVLTLEERCSKLEGELHKRTEIIRSLTKKVKALESNQMECQTALQKTQLQLQEMAQKATHSSLLSEDLEARNETLSNTLVELSAQVGQLQAREQALTTMIKLKDKDIIEAVNHIADCSGKFKMLEHALRDAKMAETCIVKEKQDYKQKLKALKIEVNKLKEDLNEKTTENNEQREEIIRLKQEKSCLHDELLFTVEREKRKDELLNIAKSKQERTNSELHNLRQIYVKQQSDLQFLN.... Result: 0 (no interaction).